From a dataset of Catalyst prediction with 721,799 reactions and 888 catalyst types from USPTO. Predict which catalyst facilitates the given reaction. (1) Reactant: Br[C:2]1[N:7]=[C:6]([CH3:8])[C:5]([CH:9]=[O:10])=[CH:4][CH:3]=1.[OH:11][C:12]1[CH:13]=[C:14]2[C:18](=[CH:19][CH:20]=1)[C:17](=[O:21])[NH:16][CH2:15]2.C([O-])([O-])=O.[K+].[K+]. Product: [CH3:8][C:6]1[C:5]([CH:9]=[O:10])=[CH:4][CH:3]=[C:2]([O:11][C:12]2[CH:13]=[C:14]3[C:18](=[CH:19][CH:20]=2)[C:17](=[O:21])[NH:16][CH2:15]3)[N:7]=1. The catalyst class is: 3. (2) Reactant: F[C:2]1[CH:7]=[CH:6][C:5]([NH:8][C:9](=[O:12])[O:10][CH3:11])=[CH:4][C:3]=1[N+:13]([O-:15])=[O:14].[CH:16]1([CH2:22][NH2:23])[CH2:21][CH2:20][CH2:19][CH2:18][CH2:17]1. Product: [CH3:11][O:10][C:9](=[O:12])[NH:8][C:5]1[CH:6]=[CH:7][C:2]([NH:23][CH2:22][CH:16]2[CH2:21][CH2:20][CH2:19][CH2:18][CH2:17]2)=[C:3]([N+:13]([O-:15])=[O:14])[CH:4]=1. The catalyst class is: 14. (3) Reactant: Cl[C:2]1[N:7]=[C:6]([CH3:8])[C:5]([N+:9]([O-:11])=[O:10])=[CH:4][CH:3]=1.[C:12]([O:16][C:17](=[O:25])[N:18]([CH2:22][CH2:23][OH:24])[CH2:19][CH2:20][CH3:21])([CH3:15])([CH3:14])[CH3:13].[H-].[Li+]. Product: [C:12]([O:16][C:17](=[O:25])[N:18]([CH2:22][CH2:23][O:24][C:2]1[CH:3]=[CH:4][C:5]([N+:9]([O-:11])=[O:10])=[C:6]([CH3:8])[N:7]=1)[CH2:19][CH2:20][CH3:21])([CH3:13])([CH3:14])[CH3:15]. The catalyst class is: 11.